Dataset: Full USPTO retrosynthesis dataset with 1.9M reactions from patents (1976-2016). Task: Predict the reactants needed to synthesize the given product. (1) Given the product [CH3:18][O:19][C:20](=[O:31])[C:21]1[CH:26]=[C:25]([N+:27]([O-:29])=[O:28])[CH:24]=[CH:23][C:22]=1[NH:17][C:14]1[CH:13]=[CH:12][C:11]([CH2:10][CH2:9][C:4]2[CH:5]=[CH:6][C:7]([Cl:8])=[C:2]([Cl:1])[CH:3]=2)=[CH:16][CH:15]=1, predict the reactants needed to synthesize it. The reactants are: [Cl:1][C:2]1[CH:3]=[C:4]([CH2:9][CH2:10][C:11]2[CH:16]=[CH:15][C:14]([NH2:17])=[CH:13][CH:12]=2)[CH:5]=[CH:6][C:7]=1[Cl:8].[CH3:18][O:19][C:20](=[O:31])[C:21]1[CH:26]=[C:25]([N+:27]([O-:29])=[O:28])[CH:24]=[CH:23][C:22]=1Br.C(=O)([O-])[O-].[Cs+].[Cs+].C1(C)C=CC(P(C2C=CC3C(=CC=CC=3)C=2C2C3C(=CC=CC=3)C=CC=2)C2C=CC(C)=CC=2)=CC=1. (2) Given the product [CH2:7]([O:27][C:18]1[CH:19]=[C:20]([O:23][CH2:24][CH2:25][CH3:26])[CH:21]=[CH:22][C:17]=1[CH2:15][CH3:16])[C:8]1[CH:13]=[CH:12][CH:11]=[CH:10][CH:9]=1, predict the reactants needed to synthesize it. The reactants are: C(=O)([O-])[O-].[K+].[K+].[CH2:7](Br)[C:8]1[CH:13]=[CH:12][CH:11]=[CH:10][CH:9]=1.[CH2:15]([C:17]1[CH:22]=[CH:21][C:20]([O:23][CH2:24][CH2:25][CH3:26])=[CH:19][C:18]=1[OH:27])[CH3:16]. (3) Given the product [CH2:3]1[CH2:2][CH2:11][CH:6]([N:7]=[C:22]=[N:21][CH:20]2[CH2:15][CH2:16][CH2:17][CH2:18][CH2:19]2)[CH2:5][CH2:4]1.[CH3:37][C:38]1([CH3:48])[N:43]([OH:44])[C:42]([CH3:46])([CH3:45])[CH2:41][CH:40]([OH:47])[CH2:39]1.[CH3:12][C:13]1[N:21]([C:22]([C:24]2[CH:25]=[CH:26][C:27]([Cl:30])=[CH:28][CH:29]=2)=[O:23])[C:20]2[CH:19]=[CH:18][C:17]([O:31][CH3:32])=[CH:16][C:15]=2[C:14]=1[CH2:33][C:34]([OH:36])=[O:35], predict the reactants needed to synthesize it. The reactants are: C[C:2]1([CH3:11])[N:7]([O])[C:6](C)(C)[CH2:5][CH2:4][CH2:3]1.[CH3:12][C:13]1[N:21]([C:22]([C:24]2[CH:25]=[CH:26][C:27]([Cl:30])=[CH:28][CH:29]=2)=[O:23])[C:20]2[CH:19]=[CH:18][C:17]([O:31][CH3:32])=[CH:16][C:15]=2[C:14]=1[CH2:33][C:34]([OH:36])=[O:35].[CH3:37][C:38]1([CH3:48])[N:43]([OH:44])[C:42]([CH3:46])([CH3:45])[CH2:41][CH:40]([OH:47])[CH2:39]1.C(OC1C(=CC=CC=1)C(Cl)=O)(=O)C. (4) Given the product [NH2:24][C:11]1[C:12]([N:17]([CH2:19][CH2:20][N:21]([CH3:23])[CH3:22])[CH3:18])=[CH:13][C:14]([O:15][CH3:16])=[C:9]([NH:8][C:5]2[N:4]=[C:3]([C:25]3[CH:26]=[N:27][N:28]4[CH:33]=[CH:32][CH:31]=[CH:30][C:29]=34)[C:2]([C:34]#[N:35])=[CH:7][N:6]=2)[CH:10]=1, predict the reactants needed to synthesize it. The reactants are: Cl[C:2]1[C:3]([C:25]2[CH:26]=[N:27][N:28]3[CH:33]=[CH:32][CH:31]=[CH:30][C:29]=23)=[N:4][C:5]([NH:8][C:9]2[CH:10]=[C:11]([NH2:24])[C:12]([N:17]([CH2:19][CH2:20][N:21]([CH3:23])[CH3:22])[CH3:18])=[CH:13][C:14]=2[O:15][CH3:16])=[N:6][CH:7]=1.[C:34]([Zn]C#N)#[N:35].C1(P(C2CCCCC2)C2C=CC=CC=2C2C(C(C)C)=CC(C(C)C)=CC=2C(C)C)CCCCC1. (5) Given the product [F:11][C:8]1[CH:9]=[CH:10][C:5]([CH:3]([OH:4])[CH:2]([NH:1][C:34]([C:27]2[C:28]3[C:33](=[CH:32][CH:31]=[CH:30][CH:29]=3)[C:24]([CH3:23])=[CH:25][CH:26]=2)=[O:35])[CH2:12][C:13]2[CH:18]=[CH:17][C:16]([C:19]([F:22])([F:20])[F:21])=[CH:15][CH:14]=2)=[CH:6][CH:7]=1, predict the reactants needed to synthesize it. The reactants are: [NH2:1][C@@H:2]([CH2:12][C:13]1[CH:18]=[CH:17][C:16]([C:19]([F:22])([F:21])[F:20])=[CH:15][CH:14]=1)[C@@H:3]([C:5]1[CH:10]=[CH:9][C:8]([F:11])=[CH:7][CH:6]=1)[OH:4].[CH3:23][C:24]1[C:33]2[C:28](=[CH:29][CH:30]=[CH:31][CH:32]=2)[C:27]([C:34](O)=[O:35])=[CH:26][CH:25]=1.Cl.C(N=C=NCCCN(C)C)C.ON1C2C=CC=CC=2N=N1. (6) Given the product [F:1][C:2]1[C:7]([C:8]([C:9]2[C:17]3[C:16]([O:18][CH3:19])=[N:15][CH:14]=[N:13][C:12]=3[NH:11][CH:10]=2)=[O:20])=[C:6]([F:21])[CH:5]=[CH:4][C:3]=1[NH:22][S:23]([CH2:26][CH2:27][CH3:28])(=[O:25])=[O:24], predict the reactants needed to synthesize it. The reactants are: [F:1][C:2]1[C:7]([CH:8]([OH:20])[C:9]2[C:17]3[C:16]([O:18][CH3:19])=[N:15][CH:14]=[N:13][C:12]=3[NH:11][CH:10]=2)=[C:6]([F:21])[CH:5]=[CH:4][C:3]=1[NH:22][S:23]([CH2:26][CH2:27][CH3:28])(=[O:25])=[O:24].C(=O)(O)[O-].[Na+].CC(OI1(OC(C)=O)(OC(C)=O)OC(=O)C2C=CC=CC1=2)=O.S([O-])([O-])(=O)=S.[Na+].[Na+]. (7) Given the product [CH3:41][O:40][C:38](=[O:39])[CH2:15][CH2:16][S:17][CH2:18][C:19]([OH:21])=[O:20], predict the reactants needed to synthesize it. The reactants are: C1(C2C=CC=CC=2)C=CC=C(NC(=O)CCCCCN[C:15](=O)[CH2:16][S:17][CH2:18][C:19]([O:21]C)=[O:20])C=1.SCC(O)=O.SC[C:38]([O:40][CH3:41])=[O:39]. (8) The reactants are: [CH3:1][C:2]1[CH:7]=[CH:6][C:5]([S:8]([NH:11][C:12]2[CH:17]=[CH:16][CH:15]=[CH:14][C:13]=2[CH2:18][CH2:19][CH2:20][C:21]2[CH:30]=[CH:29][CH:28]=[CH:27][C:22]=2[C:23]([O:25]C)=[O:24])(=[O:10])=[O:9])=[CH:4][CH:3]=1.[OH-].[Na+].Cl. Given the product [CH3:1][C:2]1[CH:7]=[CH:6][C:5]([S:8]([NH:11][C:12]2[CH:17]=[CH:16][CH:15]=[CH:14][C:13]=2[CH2:18][CH2:19][CH2:20][C:21]2[CH:30]=[CH:29][CH:28]=[CH:27][C:22]=2[C:23]([OH:25])=[O:24])(=[O:9])=[O:10])=[CH:4][CH:3]=1, predict the reactants needed to synthesize it. (9) Given the product [CH:53]1([S:50]([NH:49][C:47]([C@@:42]2([NH:41][C:18]([C@@H:13]3[CH2:14][C@@H:15]([OH:17])[CH2:16][N:12]3[C:10](=[O:11])[C@@H:9]([NH:8][C:6](=[O:7])[O:5][C:1]([CH3:2])([CH3:4])[CH3:3])[C@H:21]([CH3:29])[CH2:22][CH:23]([CH3:28])[CH2:24][CH2:25][CH:26]=[CH2:27])=[O:19])[CH2:44][C@H:43]2[CH:45]=[CH2:46])=[O:48])(=[O:52])=[O:51])[CH2:55][CH2:54]1, predict the reactants needed to synthesize it. The reactants are: [C:1]([O:5][C:6]([NH:8][C@@H:9]([C@H:21]([CH3:29])[CH2:22][CH:23]([CH3:28])[CH2:24][CH2:25][CH:26]=[CH2:27])[C:10]([N:12]1[CH2:16][C@H:15]([OH:17])[CH2:14][C@H:13]1[C:18](O)=[O:19])=[O:11])=[O:7])([CH3:4])([CH3:3])[CH3:2].C1(C)C=CC(S(O)(=O)=O)=CC=1.[NH2:41][C@:42]1([C:47]([NH:49][S:50]([CH:53]2[CH2:55][CH2:54]2)(=[O:52])=[O:51])=[O:48])[CH2:44][C@H:43]1[CH:45]=[CH2:46].C(N(CC)C(C)C)(C)C.CN(C(ON1N=NC2C=CC=NC1=2)=[N+](C)C)C.F[P-](F)(F)(F)(F)F. (10) The reactants are: [CH2:1]([N:8]([CH2:19][C:20]1[CH:25]=[CH:24][CH:23]=[CH:22][CH:21]=1)[C:9]1[CH:14]=[C:13](Br)[CH:12]=[CH:11][C:10]=1[N+:16]([O-:18])=[O:17])[C:2]1[CH:7]=[CH:6][CH:5]=[CH:4][CH:3]=1.[NH:26]1[CH2:31][CH2:30][NH:29][CH2:28][CH2:27]1.[O-]P([O-])([O-])=O.[K+].[K+].[K+].N1CCC[C@H]1C(O)=O. Given the product [CH2:1]([N:8]([CH2:19][C:20]1[CH:25]=[CH:24][CH:23]=[CH:22][CH:21]=1)[C:9]1[CH:14]=[C:13]([N:26]2[CH2:31][CH2:30][NH:29][CH2:28][CH2:27]2)[CH:12]=[CH:11][C:10]=1[N+:16]([O-:18])=[O:17])[C:2]1[CH:7]=[CH:6][CH:5]=[CH:4][CH:3]=1, predict the reactants needed to synthesize it.